Task: Regression. Given two drug SMILES strings and cell line genomic features, predict the synergy score measuring deviation from expected non-interaction effect.. Dataset: NCI-60 drug combinations with 297,098 pairs across 59 cell lines (1) Drug 1: C(CC(=O)O)C(=O)CN.Cl. Drug 2: C1CN(P(=O)(OC1)NCCCl)CCCl. Cell line: MOLT-4. Synergy scores: CSS=34.1, Synergy_ZIP=8.74, Synergy_Bliss=2.94, Synergy_Loewe=-16.1, Synergy_HSA=-1.47. (2) Drug 1: CN(C)C(=N)N=C(N)N. Drug 2: CC1CC(C(C(C=C(C(C(C=CC=C(C(=O)NC2=CC(=O)C(=C(C1)C2=O)OC)C)OC)OC(=O)N)C)C)O)OC. Cell line: NCI-H460. Synergy scores: CSS=36.7, Synergy_ZIP=0.205, Synergy_Bliss=-1.70, Synergy_Loewe=-2.45, Synergy_HSA=-0.236.